Dataset: Reaction yield outcomes from USPTO patents with 853,638 reactions. Task: Predict the reaction yield, written as a fraction of the theoretical maximum amount of product (1.0 means a 100% yield; for example, 0.34 means a 34% yield). (1) The reactants are C1([O:7][C:8](=O)[NH:9][CH2:10][CH:11]2[CH2:16][CH2:15][C:14]([N:23]([CH3:25])[CH3:24])([C:17]3[CH:22]=[CH:21][CH:20]=[CH:19][CH:18]=3)[CH2:13][CH2:12]2)C=CC=CC=1.[NH:27]1[CH2:32][CH2:31][CH:30]([C:33]2[C:41]3[C:36](=[CH:37][CH:38]=[CH:39][CH:40]=3)[NH:35][CH:34]=2)[CH2:29][CH2:28]1. The catalyst is O1CCOCC1. The product is [CH3:24][N:23]([CH3:25])[C:14]1([C:17]2[CH:18]=[CH:19][CH:20]=[CH:21][CH:22]=2)[CH2:15][CH2:16][CH:11]([CH2:10][NH:9][C:8]([N:27]2[CH2:32][CH2:31][CH:30]([C:33]3[C:41]4[C:36](=[CH:37][CH:38]=[CH:39][CH:40]=4)[NH:35][CH:34]=3)[CH2:29][CH2:28]2)=[O:7])[CH2:12][CH2:13]1. The yield is 0.340. (2) The reactants are [CH:1]1[C:10]2[C:5](=[CH:6][CH:7]=[CH:8][CH:9]=2)[CH:4]=[CH:3][N+:2]=1[O-].C(Cl)(Cl)[Cl:13].P(Cl)(Cl)(Cl)=O. The catalyst is O. The product is [Cl:13][C:1]1[C:10]2[C:5](=[CH:6][CH:7]=[CH:8][CH:9]=2)[CH:4]=[CH:3][N:2]=1. The yield is 0.449. (3) The reactants are [CH2:1]([O:8][C:9]1[CH:14]=[CH:13][C:12](Br)=[CH:11][C:10]=1[F:16])[C:2]1[CH:7]=[CH:6][CH:5]=[CH:4][CH:3]=1.CC1(C)C(C)(C)OB([C:25]2[CH2:30][CH2:29][N:28]([C:31]([O:33][C:34]([CH3:37])(C)C)=[O:32])[CH2:27][CH:26]=2)O1.O.C([O-])([O-])=O.[Na+].[Na+].[C:46](#N)[CH3:47]. The catalyst is C1C=CC([P]([Pd]([P](C2C=CC=CC=2)(C2C=CC=CC=2)C2C=CC=CC=2)([P](C2C=CC=CC=2)(C2C=CC=CC=2)C2C=CC=CC=2)[P](C2C=CC=CC=2)(C2C=CC=CC=2)C2C=CC=CC=2)(C2C=CC=CC=2)C2C=CC=CC=2)=CC=1. The product is [CH2:1]([O:8][C:9]1[CH:14]=[CH:13][C:12]([C:25]2[CH2:30][CH2:29][N:28]([C:31]([O:33][CH2:34][CH2:37][CH2:46][CH3:47])=[O:32])[CH2:27][CH:26]=2)=[CH:11][C:10]=1[F:16])[C:2]1[CH:7]=[CH:6][CH:5]=[CH:4][CH:3]=1. The yield is 0.830. (4) The reactants are C(Cl)(=O)[C:2](Cl)=[O:3].[NH2:7][C:8]1[N:16]=[CH:15][C:14]([Br:17])=[CH:13][C:9]=1[C:10]([NH2:12])=[O:11]. The catalyst is C1(C)C=CC=CC=1. The product is [Br:17][C:14]1[CH:15]=[N:16][C:8]2[NH:7][C:2](=[O:3])[NH:12][C:10](=[O:11])[C:9]=2[CH:13]=1. The yield is 0.770. (5) The reactants are [H-].[H-].[H-].[H-].[Li+].[Al+3].[CH3:7][C:8]([C:15]1[NH:16][C:17]2[C:22]([CH:23]=1)=[CH:21][C:20]([N+:24]([O-:26])=[O:25])=[CH:19][CH:18]=2)([CH3:14])[C:9](OCC)=[O:10].O.[OH-].[Na+]. The catalyst is C1COCC1. The product is [CH3:14][C:8]([C:15]1[NH:16][C:17]2[C:22]([CH:23]=1)=[CH:21][C:20]([N+:24]([O-:26])=[O:25])=[CH:19][CH:18]=2)([CH3:7])[CH2:9][OH:10]. The yield is 0.580. (6) The reactants are [Cl:1][C:2]1[CH:9]=[CH:8][C:5]([CH:6]=O)=[CH:4][CH:3]=1.[CH3:10][C:11]([CH3:13])=[O:12].[OH-].[Na+].O. The catalyst is C(O)C. The product is [Cl:1][C:2]1[CH:9]=[CH:8][C:5]([CH:6]=[CH:10][C:11](=[O:12])[CH:13]=[CH:6][C:5]2[CH:8]=[CH:9][C:2]([Cl:1])=[CH:3][CH:4]=2)=[CH:4][CH:3]=1. The yield is 0.700.